Dataset: Full USPTO retrosynthesis dataset with 1.9M reactions from patents (1976-2016). Task: Predict the reactants needed to synthesize the given product. Given the product [N:9]1([C:4]2[C:5]([NH2:8])=[N:6][CH:7]=[C:2]([C:18]3[CH:19]=[CH:20][N:15]=[CH:16][CH:17]=3)[N:3]=2)[CH2:14][CH2:13][CH2:12][CH2:11][CH2:10]1, predict the reactants needed to synthesize it. The reactants are: Br[C:2]1[N:3]=[C:4]([N:9]2[CH2:14][CH2:13][CH2:12][CH2:11][CH2:10]2)[C:5]([NH2:8])=[N:6][CH:7]=1.[N:15]1[CH:20]=[CH:19][C:18](B(O)O)=[CH:17][CH:16]=1.